This data is from Forward reaction prediction with 1.9M reactions from USPTO patents (1976-2016). The task is: Predict the product of the given reaction. Given the reactants [Cl:1][C:2]1[CH:3]=[C:4]([OH:11])[CH:5]=[C:6]([F:10])[C:7]=1[CH2:8][OH:9].[CH2:12](Br)[CH:13]=[CH2:14], predict the reaction product. The product is: [CH2:14]([O:11][C:4]1[CH:5]=[C:6]([F:10])[C:7]([CH2:8][OH:9])=[C:2]([Cl:1])[CH:3]=1)[CH:13]=[CH2:12].